Task: Predict the product of the given reaction.. Dataset: Forward reaction prediction with 1.9M reactions from USPTO patents (1976-2016) (1) Given the reactants [NH2:1][C:2]1[CH:19]=[CH:18][C:5]2[N:6]=[C:7]([NH:9][C:10](=[O:17])[C:11]3[CH:16]=[CH:15][CH:14]=[CH:13][CH:12]=3)[S:8][C:4]=2[CH:3]=1.Cl[C:21]1[C:30]2[C:25](=[CH:26][C:27]([O:33][CH2:34][CH2:35][CH2:36][N:37]3[CH2:42][CH2:41][N:40]([CH3:43])[CH2:39][CH2:38]3)=[C:28]([O:31][CH3:32])[CH:29]=2)[N:24]=[CH:23][N:22]=1.C(N(C(C)C)C(C)C)C.Cl.C(=O)([O-])O.[Na+], predict the reaction product. The product is: [CH3:32][O:31][C:28]1[CH:29]=[C:30]2[C:25](=[CH:26][C:27]=1[O:33][CH2:34][CH2:35][CH2:36][N:37]1[CH2:38][CH2:39][N:40]([CH3:43])[CH2:41][CH2:42]1)[N:24]=[CH:23][N:22]=[C:21]2[NH:1][C:2]1[CH:19]=[CH:18][C:5]2[N:6]=[C:7]([NH:9][C:10](=[O:17])[C:11]3[CH:16]=[CH:15][CH:14]=[CH:13][CH:12]=3)[S:8][C:4]=2[CH:3]=1. (2) Given the reactants C([N:8]([C:20]([O:22][CH2:23][C:24]1[CH:29]=[CH:28][CH:27]=[CH:26][CH:25]=1)=[O:21])[CH2:9][C:10]([N:12]1[CH2:19][CH2:18][CH2:17][C@H:13]1[C:14]([OH:16])=O)=[O:11])C1C=CC=CC=1.C(N(C(C)C)CC)(C)C.ClC(OCC)=O.C1(C)C=CC(S(O)(=O)=O)=CC=1.[CH2:56]([O:63][C:64](=[O:70])[C@H:65]([CH2:67][CH2:68][CH3:69])[NH2:66])[C:57]1[CH:62]=[CH:61][CH:60]=[CH:59][CH:58]=1, predict the reaction product. The product is: [CH2:56]([O:63][C:64](=[O:70])[C@H:65]([CH2:67][CH2:68][CH3:69])[NH:66][C:14](=[O:16])[C@@H:13]1[CH2:17][CH2:18][CH2:19][N:12]1[C:10](=[O:11])[CH2:9][NH:8][C:20]([O:22][CH2:23][C:24]1[CH:25]=[CH:26][CH:27]=[CH:28][CH:29]=1)=[O:21])[C:57]1[CH:62]=[CH:61][CH:60]=[CH:59][CH:58]=1. (3) Given the reactants [Cl:1][C:2]1[CH:3]=[C:4]([NH:19][C:20]2[C:30]3[CH:29]=[C:28]([C:31](O)=[O:32])[CH2:27][CH2:26][NH:25][C:24]=3[N:23]=[CH:22][N:21]=2)[CH:5]=[CH:6][C:7]=1[O:8][C:9]1[CH:14]=[CH:13][CH:12]=[C:11]([C:15]([F:18])([F:17])[F:16])[CH:10]=1.Cl.[C:35]([S:39]([CH2:42][CH2:43][CH2:44][NH2:45])(=[O:41])=[O:40])([CH3:38])([CH3:37])[CH3:36].Cl.C(N=C=NCCCN(C)C)C.O.ON1C2C=CC=CC=2N=N1, predict the reaction product. The product is: [C:35]([S:39]([CH2:42][CH2:43][CH2:44][NH:45][C:31]([C:28]1[CH2:27][CH2:26][NH:25][C:24]2[N:23]=[CH:22][N:21]=[C:20]([NH:19][C:4]3[CH:5]=[CH:6][C:7]([O:8][C:9]4[CH:14]=[CH:13][CH:12]=[C:11]([C:15]([F:18])([F:16])[F:17])[CH:10]=4)=[C:2]([Cl:1])[CH:3]=3)[C:30]=2[CH:29]=1)=[O:32])(=[O:40])=[O:41])([CH3:38])([CH3:37])[CH3:36]. (4) Given the reactants [Br:1][C:2]1[CH:3]=[C:4]2[C:9](=[CH:10][CH:11]=1)[CH:8]=[C:7]([C:12]1[NH:16][C:15]([CH:17]3[CH2:21][CH2:20][CH2:19][NH:18]3)=[N:14][CH:13]=1)[CH:6]=[CH:5]2.[CH3:22][O:23][C:24]([NH:26][CH:27]([CH:31]([CH3:33])[CH3:32])[C:28](O)=[O:29])=[O:25].CN(C(ON1N=NC2C=CC=NC1=2)=[N+](C)C)C.F[P-](F)(F)(F)(F)F.CN1CCOCC1, predict the reaction product. The product is: [CH3:22][O:23][C:24](=[O:25])[NH:26][CH:27]([C:28]([N:18]1[CH2:19][CH2:20][CH2:21][CH:17]1[C:15]1[NH:16][C:12]([C:7]2[CH:6]=[CH:5][C:4]3[C:9](=[CH:10][CH:11]=[C:2]([Br:1])[CH:3]=3)[CH:8]=2)=[CH:13][N:14]=1)=[O:29])[CH:31]([CH3:33])[CH3:32].